This data is from Reaction yield outcomes from USPTO patents with 853,638 reactions. The task is: Predict the reaction yield, written as a fraction of the theoretical maximum amount of product (1.0 means a 100% yield; for example, 0.34 means a 34% yield). (1) The yield is 0.169. The product is [CH3:6][C:7]1[CH:8]=[CH:9][C:10]([O:13][CH2:14][C:15]2[CH:20]=[CH:19][C:18]([CH2:21][C:22]3[CH:27]=[C:26]([C:28]4[C:29]([NH2:34])=[N:30][CH:31]=[CH:32][CH:33]=4)[O:24][N:23]=3)=[CH:17][CH:16]=2)=[N:11][CH:12]=1. The catalyst is O. The reactants are O1CCCC1.[CH3:6][C:7]1[CH:8]=[CH:9][C:10]([O:13][CH2:14][C:15]2[CH:20]=[CH:19][C:18]([CH2:21][C:22](Cl)=[N:23][OH:24])=[CH:17][CH:16]=2)=[N:11][CH:12]=1.[C:26]([C:28]1[C:29]([NH2:34])=[N:30][CH:31]=[CH:32][CH:33]=1)#[CH:27].C(N(CC)CC)C. (2) The reactants are F[C:2]1[CH:7]=[CH:6][CH:5]=[CH:4][C:3]=1[N+:8]([O-:10])=[O:9].[NH2:11][C:12]1[CH:17]=[CH:16][CH:15]=[CH:14][C:13]=1[C:18]1[CH:23]=[CH:22][CH:21]=[CH:20][CH:19]=1.[F-].[K+]. No catalyst specified. The product is [N+:8]([C:3]1[CH:4]=[CH:5][CH:6]=[CH:7][C:2]=1[NH:11][C:12]1[C:13]([C:18]2[CH:19]=[CH:20][CH:21]=[CH:22][CH:23]=2)=[CH:14][CH:15]=[CH:16][CH:17]=1)([O-:10])=[O:9]. The yield is 0.910. (3) The reactants are [CH2:1]([NH:3][C:4]([NH:6][C:7]1[N:15]=[CH:14][N:13]=[C:12]2[C:8]=1[N:9]=[CH:10][N:11]2[CH:16]1[CH:23]2[CH:19]([O:20][CH:21]([CH:24]=[CH:25][C:26]3[CH:31]=[CH:30][CH:29]=[CH:28][CH:27]=3)[O:22]2)[CH:18]([CH2:32]O)[O:17]1)=[O:5])[CH3:2].CC(OI1(OC(C)=O)(OC(C)=O)OC(=O)C2C=CC=CC1=2)=O.[CH3:56][O:57][C:58]([CH:60]=P(C1C=CC=CC=1)(C1C=CC=CC=1)C1C=CC=CC=1)=[O:59]. The catalyst is C(#N)C.C(OCC)(=O)C. The product is [CH3:56][O:57][C:58](=[O:59])[CH:60]=[CH:32][CH:18]1[CH:19]2[CH:23]([O:22][CH:21]([CH:24]=[CH:25][C:26]3[CH:27]=[CH:28][CH:29]=[CH:30][CH:31]=3)[O:20]2)[CH:16]([N:11]2[CH:10]=[N:9][C:8]3[C:12]2=[N:13][CH:14]=[N:15][C:7]=3[NH:6][C:4]([NH:3][CH2:1][CH3:2])=[O:5])[O:17]1. The yield is 0.710. (4) The reactants are [C:1]([N:5]1[C:9]([OH:10])=[CH:8][C:7]([C:11]([F:14])([F:13])[F:12])=[N:6]1)([CH3:4])([CH3:3])[CH3:2].C1(P(C2C=CC=CC=2)C2C=CC=CC=2)C=CC=CC=1.[F:34][CH:35]([F:38])[CH2:36]O.N(C(OC(C)C)=O)=NC(OC(C)C)=O. The catalyst is O1CCCC1.O. The product is [C:1]([N:5]1[C:9]([O:10][CH2:36][CH:35]([F:38])[F:34])=[CH:8][C:7]([C:11]([F:13])([F:14])[F:12])=[N:6]1)([CH3:4])([CH3:2])[CH3:3]. The yield is 0.584. (5) The reactants are [N:1]1[CH:6]=[CH:5][CH:4]=[CH:3][C:2]=1[NH:7][CH2:8][CH2:9][CH2:10][CH2:11][C:12]#[N:13].[NH2:14][OH:15]. The catalyst is CO. The product is [OH:15]/[N:14]=[C:12](\[NH2:13])/[CH2:11][CH2:10][CH2:9][CH2:8][NH:7][C:2]1[CH:3]=[CH:4][CH:5]=[CH:6][N:1]=1. The yield is 0.980. (6) The reactants are [N:1]1[CH:2]=[CH:3][N:4]2[CH:9]=[C:8]([CH2:10][OH:11])[CH:7]=[CH:6][C:5]=12.C1C(=O)N([Br:19])C(=O)C1. The catalyst is C(#N)C. The product is [Br:19][C:3]1[N:4]2[CH:9]=[C:8]([CH2:10][OH:11])[CH:7]=[CH:6][C:5]2=[N:1][CH:2]=1. The yield is 0.670. (7) The reactants are [Cl-].O[NH3+:3].[C:4](=[O:7])([O-])[OH:5].[Na+].CS(C)=O.[CH2:13]([N:20]1[C:25](=[O:26])[C:24]([CH2:27][C:28]2[CH:33]=[CH:32][C:31]([C:34]3[C:35]([C:40]#[N:41])=[CH:36][CH:37]=[CH:38][CH:39]=3)=[CH:30][CH:29]=2)=[C:23]([CH2:42][CH2:43][CH2:44][CH3:45])[N:22]=[C:21]1[CH2:46][F:47])[C:14]1[CH:19]=[CH:18][CH:17]=[CH:16][CH:15]=1. The catalyst is C(OCC)(=O)C. The product is [CH2:13]([N:20]1[C:25](=[O:26])[C:24]([CH2:27][C:28]2[CH:33]=[CH:32][C:31]([C:34]3[CH:39]=[CH:38][CH:37]=[CH:36][C:35]=3[C:40]3[NH:3][C:4](=[O:7])[O:5][N:41]=3)=[CH:30][CH:29]=2)=[C:23]([CH2:42][CH2:43][CH2:44][CH3:45])[N:22]=[C:21]1[CH2:46][F:47])[C:14]1[CH:15]=[CH:16][CH:17]=[CH:18][CH:19]=1. The yield is 0.420. (8) The reactants are [O-]P([O-])([O-])=O.[K+].[K+].[K+].Br[C:10]1[CH:15]=[CH:14][C:13]([O:16][C:17]([F:23])([F:22])[C:18]([F:21])([F:20])[F:19])=[CH:12][CH:11]=1.[NH:24]1[CH:28]=[N:27][C:26]([C:29]2[CH:38]=[CH:37][C:32]([C:33]([O:35][CH3:36])=[O:34])=[CH:31][CH:30]=2)=[N:25]1.N1C2C(=CC=CC=2O)C=CC=1. The catalyst is O.CCOC(C)=O.[Cu]I.CN(C=O)C. The product is [F:22][C:17]([F:23])([O:16][C:13]1[CH:14]=[CH:15][C:10]([N:24]2[CH:28]=[N:27][C:26]([C:29]3[CH:30]=[CH:31][C:32]([C:33]([O:35][CH3:36])=[O:34])=[CH:37][CH:38]=3)=[N:25]2)=[CH:11][CH:12]=1)[C:18]([F:21])([F:20])[F:19]. The yield is 0.210. (9) The reactants are [C:1]([O:5][C:6]([N:8]1[C:16]2[C:11](=[N:12][CH:13]=[C:14](Br)[CH:15]=2)[C:10]([CH3:19])([CH3:18])[CH2:9]1)=[O:7])([CH3:4])([CH3:3])[CH3:2].[Br-].[Li+].[Cl-].[F:23][C:24]1[CH:31]=[CH:30][C:27]([CH2:28][Zn+])=[CH:26][CH:25]=1.C(O)(=O)CC(CC(O)=O)(C(O)=O)O. The catalyst is C(N1C=CN(C(C)C)C1=[Pd-3](Cl)(Cl)C1C(Cl)=CC=CN=1)(C)C.O.C1COCC1.CN1CCCC1=O. The product is [C:1]([O:5][C:6]([N:8]1[C:16]2[C:11](=[N:12][CH:13]=[C:14]([CH2:28][C:27]3[CH:30]=[CH:31][C:24]([F:23])=[CH:25][CH:26]=3)[CH:15]=2)[C:10]([CH3:19])([CH3:18])[CH2:9]1)=[O:7])([CH3:4])([CH3:3])[CH3:2]. The yield is 0.990.